This data is from Catalyst prediction with 721,799 reactions and 888 catalyst types from USPTO. The task is: Predict which catalyst facilitates the given reaction. (1) Reactant: [NH2:1][C:2]1[C:3]([CH3:13])=[C:4]([CH:9]=[C:10]([Cl:12])[CH:11]=1)[C:5]([O:7][CH3:8])=[O:6].[C:14]([O-])(=O)[CH3:15].[NH4+:18].[CH:19](=O)[CH:20]=O.C(=O)C. Product: [Cl:12][C:10]1[CH:11]=[C:2]([N:1]2[CH:20]=[CH:19][N:18]=[C:14]2[CH3:15])[C:3]([CH3:13])=[C:4]([CH:9]=1)[C:5]([O:7][CH3:8])=[O:6]. The catalyst class is: 5. (2) Reactant: C(O)(=O)C.[CH3:5][C:6]([CH2:8][C:9]([CH3:11])=O)=O.[N+:12]([N:15]=[C:16]([NH:18][NH2:19])[NH2:17])([O-:14])=[O:13]. Product: [CH3:5][C:6]1[CH:8]=[C:9]([CH3:11])[N:18]([C:16](=[N:15][N+:12]([O-:14])=[O:13])[NH2:17])[N:19]=1. The catalyst class is: 6.